Dataset: Experimentally validated miRNA-target interactions with 360,000+ pairs, plus equal number of negative samples. Task: Binary Classification. Given a miRNA mature sequence and a target amino acid sequence, predict their likelihood of interaction. (1) The miRNA is hsa-miR-7159-5p with sequence UUCAACAAGGGUGUAGGAUGG. The protein sequence of the target gene is MTKGTSSFGKRRNKTHTLCRRCGSKAYHLQKSTCGKCGYPAKRKRKYNWSAKAKRRNTTGTGRMRHLKIVYRRFRHGFREGTTPKPKRAAVAASSSS. Result: 1 (interaction). (2) The miRNA is hsa-miR-1303 with sequence UUUAGAGACGGGGUCUUGCUCU. The protein sequence of the target gene is MAAAQEADGAGSAVVAAGGGSSGQVTSNGSIGRDTPAETQPQNPPPQPAPNAWQVIKGVLFRIFIIWAISSWFRRGPSPQDQSGPGGAPRVASRNLFPKDTLMNLHVYISEHEHFTDFNATSALFWEQHDLVYGDWTSGENSDGCYEHFAELDIPQSVQQNGSIYIHVYFTKSGFHPDPRQKALYRRLATVHMSRMINKYKRRRFQKTKNLLTGETEADPEMIKRAEDYGPVEVISHWHPNITINIVDDHTPWVKGSVPPPLDQYVKFDAVSGDYYPIIYFNDYWNLQKDYYPINESLAS.... Result: 0 (no interaction). (3) The miRNA is hsa-miR-6761-5p with sequence UCUGAGAGAGCUCGAUGGCAG. The protein sequence of the target gene is MLRKGCCVELLLLLLAGELPLGGGCPRDCVCYPAPMTVSCQAHNFAAIPEGIPEDSERIFLQNNRITFLQQGHFSPAMVTLWIYSNNITFIAPNTFEGFVHLEELDLGDNRQLRTLAPETFQGLVKLHALYLYKCGLSALPAGIFGGLHSLQYLYLQDNHIEYLQDDIFVDLVNLSHLFLHGNKLWSLGQGIFRGLVNLDRLLLHENQLQWVHHKAFHDLHRLTTLFLFNNSLTELQGDCLAPLVALEFLRLNGNAWDCGCRARSLWEWLRRFRGSSSAVPCATPELRQGQDLKLLRVED.... Result: 0 (no interaction). (4) The miRNA is cel-miR-789-3p with sequence UCCCUGCCUGGGUCACCAAUUGU. The protein sequence of the target gene is MLSSLRRVVPSLPRGSRSLTSQQIFDREKKFGCHNYKPLPVALSKGEGCFVWDVEGKKYFDFLAAYSAVNQGHCHPKLLKVVQEQASTLTLTSRAFYNNVLGEYEEYVTKLFKYDKVLPMNTGVEACESAVKLARRWAYDVKGVKDNEAVVVFAENNFWGRSIAAISASTDPDSFARFGPFVPGFKTVPYNNLKAVEDAIKDKNVAAFMVEPIQGEAGVVLPDPGYLKGVSDLCKKYNVLFITDEVQSGLGRSGKLLAHYHDNVRPDIVVLGKALSGGFYPVSAVLCDDNVMMNIKPGEH.... Result: 0 (no interaction). (5) The miRNA is hsa-miR-6779-5p with sequence CUGGGAGGGGCUGGGUUUGGC. The protein sequence of the target gene is MAEGSRIPQARALLQQCLHARLQIRPADGDVAAQWVEVQRGLVIYVCFFKGADKELLPKMVNTLLNVKLSETENGKHVSILDLPGNILIIPQATLGGRLKGRNMQYHSNSGKEEGFELYSQFVTLCEKEVAANSKCAEARVVVEHGTYGNRQVLKLDTNGPFTHLIEF. Result: 1 (interaction). (6) The miRNA is hsa-miR-4776-5p with sequence GUGGACCAGGAUGGCAAGGGCU. The protein sequence of the target gene is MELAAGSFSEEQFWEACAELQQPALAGADWQLLVETSGISIYRLLDKKTGLYEYKVFGVLEDCSPTLLADIYMDSDYRKQWDQYVKELYEQECNGETVVYWEVKYPFPMSNRDYVYLRQRRDLDMEGRKIHVILARSTSMPQLGERSGVIRVKQYKQSLAIESDGKKGSKVFMYYFDNPGGQIPSWLINWAAKNGVPNFLKDMARACQNYLKKT. Result: 0 (no interaction). (7) The miRNA is hsa-miR-379-5p with sequence UGGUAGACUAUGGAACGUAGG. The protein sequence of the target gene is MVAWRSAFLVCLAFSLATLVQRGSGDFDDFNLEDAVKETSSVKQPWDHTTTTTTNRPGTTRAPAKPPGSGLDLADALDDQDDGRRKPGIGGRERWNHVTTTTKRPVTTRAPANTLGNDFDLADALDDRNDRDDGRRKPIAGGGGFSDKDLEDIVGGGEYKPDKGKGDGRYGSNDDPGSGMVAEPGTIAGVASALAMALIGAVSSYISYQQKKFCFSIQQGLNADYVKGENLEAVVCEEPQVKYSTLHTQSAEPPPPPEPARI. Result: 0 (no interaction). (8) The miRNA is hsa-miR-2909 with sequence GUUAGGGCCAACAUCUCUUGG. The protein sequence of the target gene is MAESPAFLSAKDEGSFAYLTIKDRTPQILTKVIDTLHRHKSEFFEKHGEEGIEAEKKAISLLSKLRNELQTDKPITPLVDKCVDTHIWNQYLEYQRSLLNEGDGEPRWFFSPWLFVECYMYRRIHEAIMQSPPIHDFDVFKESKEENFFESQGSIDALCSHLLQLKPVKGLREEQIQDEFFKLLQISLWGNKCDLSLSGGESSSQKANIINCLQDLKPFILINDTESLWALLSKLKKTVETPVVRVDIVLDNSGFELITDLVLADFLFSSELATEIHFHGKSIPWFVSDVTEHDFNWIVE.... Result: 0 (no interaction).